This data is from Catalyst prediction with 721,799 reactions and 888 catalyst types from USPTO. The task is: Predict which catalyst facilitates the given reaction. (1) Reactant: C=C([O:4][C:5](=O)[NH:6][C:7]1[CH:12]=[C:11]([C:13]2[C:24]([CH3:25])=[N:23][C:16]3[N:17]=[C:18]([NH:21][CH3:22])[N:19]=[CH:20][C:15]=3[CH:14]=2)[C:10]([CH3:26])=[CH:9][C:8]=1[F:27])C.Cl.[F:30][C:31]([F:39])([F:38])[C:32]1([CH2:35][CH2:36][NH2:37])[CH2:34][CH2:33]1.CN1CCCC1. Product: [F:27][C:8]1[CH:9]=[C:10]([CH3:26])[C:11]([C:13]2[C:24]([CH3:25])=[N:23][C:16]3[N:17]=[C:18]([NH:21][CH3:22])[N:19]=[CH:20][C:15]=3[CH:14]=2)=[CH:12][C:7]=1[NH:6][C:5]([NH:37][CH2:36][CH2:35][C:32]1([C:31]([F:39])([F:38])[F:30])[CH2:34][CH2:33]1)=[O:4]. The catalyst class is: 49. (2) Reactant: [O:1]1[CH:5]=[CH:4][C:3]([NH:6][C:7](=[O:13])[O:8][C:9]([CH3:12])([CH3:11])[CH3:10])=[CH:2]1.[Li]CCCC.[C:19](=O)([O:22]C)[O:20][CH3:21]. Product: [C:9]([O:8][C:7]([NH:6][C:3]1[CH:4]=[CH:5][O:1][C:2]=1[C:19]([O:20][CH3:21])=[O:22])=[O:13])([CH3:10])([CH3:12])[CH3:11]. The catalyst class is: 1. (3) Reactant: [CH3:1][N:2]1[CH2:7][CH2:6][N:5]([C:8]2[CH:13]=[CH:12][C:11]([N+:14]([O-])=O)=[CH:10][N:9]=2)[CH2:4][CH2:3]1. Product: [CH3:1][N:2]1[CH2:7][CH2:6][N:5]([C:8]2[N:9]=[CH:10][C:11]([NH2:14])=[CH:12][CH:13]=2)[CH2:4][CH2:3]1. The catalyst class is: 19. (4) Reactant: [CH:1](=O)[CH2:2][CH2:3][CH2:4][CH2:5][CH2:6][CH2:7][CH2:8][CH2:9][CH2:10][CH3:11].[ClH:13].Cl.[F:15][C:16]([F:32])([F:31])[C:17]1[CH:30]=[CH:29][C:20]([CH2:21][NH:22][C:23]([NH:25][C:26]([NH2:28])=[NH:27])=[NH:24])=[CH:19][CH:18]=1. Product: [ClH:13].[NH2:28][C:26]1[NH:25][C:23]([NH:22][CH2:21][C:20]2[CH:29]=[CH:30][C:17]([C:16]([F:15])([F:31])[F:32])=[CH:18][CH:19]=2)=[N:24][CH:1]([CH2:2][CH2:3][CH2:4][CH2:5][CH2:6][CH2:7][CH2:8][CH2:9][CH2:10][CH3:11])[N:27]=1. The catalyst class is: 8. (5) Reactant: [NH2:1][C:2]1[CH:7]=[CH:6][C:5]([S:8]([NH:11][C:12](=[O:15])[O:13][CH3:14])(=[O:10])=[O:9])=[CH:4][CH:3]=1.C[Al](C)C.[Cl:20][C:21]1[CH:22]=[C:23]2[C:28](=[CH:29][CH:30]=1)[N:27]([C@H:31]1[CH2:35][CH2:34][O:33][C:32]1=[O:36])[CH2:26][CH2:25][CH2:24]2. Product: [Cl:20][C:21]1[CH:22]=[C:23]2[C:28](=[CH:29][CH:30]=1)[N:27]([C@@H:31]([CH2:35][CH2:34][OH:33])[C:32]([NH:1][C:2]1[CH:7]=[CH:6][C:5]([S:8]([NH:11][C:12](=[O:15])[O:13][CH3:14])(=[O:10])=[O:9])=[CH:4][CH:3]=1)=[O:36])[CH2:26][CH2:25][CH2:24]2. The catalyst class is: 2. (6) Reactant: [CH3:1][O:2][C:3](=[O:12])[C:4]1[CH:9]=[CH:8][C:7](I)=[C:6]([OH:11])[CH:5]=1.[C:13]1([C:19]#[CH:20])[CH:18]=[CH:17][CH:16]=[CH:15][CH:14]=1.CN(C)C(=N)N(C)C.Cl. Product: [CH3:1][O:2][C:3]([C:4]1[CH:9]=[CH:8][C:7]2[CH:20]=[C:19]([C:13]3[CH:18]=[CH:17][CH:16]=[CH:15][CH:14]=3)[O:11][C:6]=2[CH:5]=1)=[O:12]. The catalyst class is: 654. (7) Reactant: [H-].[Na+].C(OC(=O)[NH:9][C@H:10]1[CH2:14][CH2:13][NH:12][C:11]1=[O:15])(C)(C)C.Br[CH2:18][C:19]1[CH:20]=[C:21]2[C:26](=[CH:27][CH:28]=1)[N:25]=[CH:24][CH:23]=[C:22]2[Cl:29]. Product: [ClH:29].[NH2:9][C@H:10]1[CH2:14][CH2:13][N:12]([CH2:18][C:19]2[CH:20]=[C:21]3[C:26](=[CH:27][CH:28]=2)[N:25]=[CH:24][CH:23]=[C:22]3[Cl:29])[C:11]1=[O:15]. The catalyst class is: 1.